From a dataset of Catalyst prediction with 721,799 reactions and 888 catalyst types from USPTO. Predict which catalyst facilitates the given reaction. (1) The catalyst class is: 58. Product: [CH3:1][S:2]([C:5]1[CH:6]=[C:7]([C:11]2[CH:16]=[CH:15][C:14]([C:17]3[N:21]([CH2:22][C:23]([O:25][CH2:33][CH2:32][N:31]([CH3:35])[CH3:30])=[O:24])[N:20]=[C:19]([C:26]([F:29])([F:27])[F:28])[CH:18]=3)=[CH:13][CH:12]=2)[CH:8]=[CH:9][CH:10]=1)(=[O:3])=[O:4]. Reactant: [CH3:1][S:2]([C:5]1[CH:6]=[C:7]([C:11]2[CH:16]=[CH:15][C:14]([C:17]3[N:21]([CH2:22][C:23]([OH:25])=[O:24])[N:20]=[C:19]([C:26]([F:29])([F:28])[F:27])[CH:18]=3)=[CH:13][CH:12]=2)[CH:8]=[CH:9][CH:10]=1)(=[O:4])=[O:3].[CH3:30][N:31]([CH3:35])[CH2:32][CH2:33]O.C(N(CC)CC)C. (2) Product: [CH:7]1([CH2:6][CH:5]([C:12]2[CH:17]=[CH:16][C:15]([N+:18]([O-:20])=[O:19])=[CH:14][CH:13]=2)[C:4]([OH:21])=[O:3])[CH2:11][CH2:10][CH2:9][CH2:8]1. Reactant: C([O:3][C:4](=[O:21])[CH:5]([C:12]1[CH:17]=[CH:16][C:15]([N+:18]([O-:20])=[O:19])=[CH:14][CH:13]=1)[CH2:6][CH:7]1[CH2:11][CH2:10][CH2:9][CH2:8]1)C.[OH-].[Na+]. The catalyst class is: 5.